From a dataset of NCI-60 drug combinations with 297,098 pairs across 59 cell lines. Regression. Given two drug SMILES strings and cell line genomic features, predict the synergy score measuring deviation from expected non-interaction effect. (1) Drug 1: C1=CC(=CC=C1CCC2=CNC3=C2C(=O)NC(=N3)N)C(=O)NC(CCC(=O)O)C(=O)O. Drug 2: CCN(CC)CCCC(C)NC1=C2C=C(C=CC2=NC3=C1C=CC(=C3)Cl)OC. Cell line: SK-MEL-28. Synergy scores: CSS=28.8, Synergy_ZIP=-0.811, Synergy_Bliss=4.24, Synergy_Loewe=5.00, Synergy_HSA=6.03. (2) Drug 1: CC1C(C(CC(O1)OC2CC(CC3=C2C(=C4C(=C3O)C(=O)C5=C(C4=O)C(=CC=C5)OC)O)(C(=O)CO)O)N)O.Cl. Drug 2: C1=NC2=C(N1)C(=S)N=C(N2)N. Cell line: 786-0. Synergy scores: CSS=26.4, Synergy_ZIP=-0.961, Synergy_Bliss=-0.837, Synergy_Loewe=-10.6, Synergy_HSA=-1.26. (3) Drug 1: C1=CC(=C2C(=C1NCCNCCO)C(=O)C3=C(C=CC(=C3C2=O)O)O)NCCNCCO. Drug 2: C1CN(P(=O)(OC1)NCCCl)CCCl. Cell line: UACC62. Synergy scores: CSS=35.9, Synergy_ZIP=1.29, Synergy_Bliss=1.06, Synergy_Loewe=-38.7, Synergy_HSA=1.25. (4) Drug 1: C1=CC(=CC=C1CCCC(=O)O)N(CCCl)CCCl. Drug 2: CN(C(=O)NC(C=O)C(C(C(CO)O)O)O)N=O. Cell line: M14. Synergy scores: CSS=-3.26, Synergy_ZIP=-7.71, Synergy_Bliss=-13.3, Synergy_Loewe=-13.3, Synergy_HSA=-13.8. (5) Drug 1: CC1CCC2CC(C(=CC=CC=CC(CC(C(=O)C(C(C(=CC(C(=O)CC(OC(=O)C3CCCCN3C(=O)C(=O)C1(O2)O)C(C)CC4CCC(C(C4)OC)O)C)C)O)OC)C)C)C)OC. Drug 2: CC=C1C(=O)NC(C(=O)OC2CC(=O)NC(C(=O)NC(CSSCCC=C2)C(=O)N1)C(C)C)C(C)C. Cell line: A549. Synergy scores: CSS=20.9, Synergy_ZIP=-1.21, Synergy_Bliss=-2.78, Synergy_Loewe=-20.2, Synergy_HSA=-2.80. (6) Drug 1: C1CCC(C1)C(CC#N)N2C=C(C=N2)C3=C4C=CNC4=NC=N3. Drug 2: C1=C(C(=O)NC(=O)N1)N(CCCl)CCCl. Cell line: NCI-H460. Synergy scores: CSS=30.3, Synergy_ZIP=0.129, Synergy_Bliss=2.35, Synergy_Loewe=-15.1, Synergy_HSA=1.87. (7) Drug 1: C1=CN(C=N1)CC(O)(P(=O)(O)O)P(=O)(O)O. Drug 2: CC1CCCC2(C(O2)CC(NC(=O)CC(C(C(=O)C(C1O)C)(C)C)O)C(=CC3=CSC(=N3)C)C)C. Cell line: T-47D. Synergy scores: CSS=37.8, Synergy_ZIP=-1.47, Synergy_Bliss=-0.733, Synergy_Loewe=-3.41, Synergy_HSA=1.19. (8) Drug 1: CN1C(=O)N2C=NC(=C2N=N1)C(=O)N. Drug 2: C(CC(=O)O)C(=O)CN.Cl. Cell line: UO-31. Synergy scores: CSS=6.81, Synergy_ZIP=-2.55, Synergy_Bliss=-1.29, Synergy_Loewe=-5.55, Synergy_HSA=-0.715. (9) Drug 1: CC1=C(C(CCC1)(C)C)C=CC(=CC=CC(=CC(=O)O)C)C. Drug 2: CC1=C(C(=CC=C1)Cl)NC(=O)C2=CN=C(S2)NC3=CC(=NC(=N3)C)N4CCN(CC4)CCO. Cell line: OVCAR-8. Synergy scores: CSS=5.10, Synergy_ZIP=-2.26, Synergy_Bliss=2.59, Synergy_Loewe=0.759, Synergy_HSA=2.42.